From a dataset of Catalyst prediction with 721,799 reactions and 888 catalyst types from USPTO. Predict which catalyst facilitates the given reaction. (1) Reactant: [CH3:1][CH:2]1[NH:7][CH2:6][CH2:5][N:4]([C:8]([O:10][C:11]([CH3:14])([CH3:13])[CH3:12])=[O:9])[CH2:3]1.C(=O)([O-])[O-].[K+].[K+].Br[CH2:22][CH2:23][CH2:24][C:25]#[N:26].O. Product: [C:25]([CH2:24][CH2:23][CH2:22][N:7]1[CH2:6][CH2:5][N:4]([C:8]([O:10][C:11]([CH3:13])([CH3:12])[CH3:14])=[O:9])[CH2:3][CH:2]1[CH3:1])#[N:26]. The catalyst class is: 9. (2) Reactant: [CH2:1]([O:3][C:4]([C:6]1[S:10][C:9]([NH2:11])=[N:8][C:7]=1[CH3:12])=[O:5])[CH3:2].C(N(CC)CC)C.[C:20]([Si:24]([CH3:37])([CH3:36])[O:25][C:26]1[CH:27]=[C:28]([CH2:32][C:33](O)=[O:34])[CH:29]=[CH:30][CH:31]=1)([CH3:23])([CH3:22])[CH3:21].CCCP1(OP(CCC)(=O)OP(CCC)(=O)O1)=O.C(OCC)(=O)C. Product: [CH2:1]([O:3][C:4]([C:6]1[S:10][C:9]([NH:11][C:33](=[O:34])[CH2:32][C:28]2[CH:29]=[CH:30][CH:31]=[C:26]([O:25][Si:24]([C:20]([CH3:22])([CH3:21])[CH3:23])([CH3:36])[CH3:37])[CH:27]=2)=[N:8][C:7]=1[CH3:12])=[O:5])[CH3:2]. The catalyst class is: 20. (3) Reactant: [S:1]1[CH2:5][C:4](=[O:6])[NH:3][C:2]1=[O:7].[C:8]([NH:27][CH2:28][CH2:29]O)([C:21]1[CH:26]=[CH:25][CH:24]=[CH:23][CH:22]=1)([C:15]1[CH:20]=[CH:19][CH:18]=[CH:17][CH:16]=1)[C:9]1[CH:14]=[CH:13][CH:12]=[CH:11][CH:10]=1.C1(P(C2C=CC=CC=2)C2C=CC=CC=2)C=CC=CC=1.CC(OC(/N=N/C(OC(C)C)=O)=O)C. Product: [C:8]([NH:27][CH2:28][CH2:29][N:3]1[C:4](=[O:6])[CH2:5][S:1][C:2]1=[O:7])([C:15]1[CH:16]=[CH:17][CH:18]=[CH:19][CH:20]=1)([C:21]1[CH:26]=[CH:25][CH:24]=[CH:23][CH:22]=1)[C:9]1[CH:10]=[CH:11][CH:12]=[CH:13][CH:14]=1. The catalyst class is: 1. (4) Reactant: Cl.[CH3:2][O:3][C:4](=[O:15])[C@H:5]([CH2:7][C:8]1[CH:13]=[CH:12][C:11]([OH:14])=[CH:10][CH:9]=1)[NH2:6].C(N(CC)CC)C.Cl.[C:24]1([CH2:30][C:31](Cl)=[O:32])[CH:29]=[CH:28][CH:27]=[CH:26][CH:25]=1. Product: [OH:14][C:11]1[CH:10]=[CH:9][C:8]([CH2:7][C@H:5]([NH:6][C:31](=[O:32])[CH2:30][C:24]2[CH:29]=[CH:28][CH:27]=[CH:26][CH:25]=2)[C:4]([O:3][CH3:2])=[O:15])=[CH:13][CH:12]=1. The catalyst class is: 229.